Dataset: Reaction yield outcomes from USPTO patents with 853,638 reactions. Task: Predict the reaction yield, written as a fraction of the theoretical maximum amount of product (1.0 means a 100% yield; for example, 0.34 means a 34% yield). (1) The reactants are [NH2:1][C:2]1[CH:3]=[C:4]([CH:7]=[CH:8][C:9]=1[F:10])[C:5]#[N:6].C1C(=O)N([Br:18])C(=O)C1. The catalyst is C(#N)C. The product is [NH2:1][C:2]1[C:9]([F:10])=[CH:8][C:7]([Br:18])=[C:4]([CH:3]=1)[C:5]#[N:6]. The yield is 0.620. (2) The product is [F:38][C:36]1[CH:37]=[C:32]([CH2:31][N:1]2[C:9]3[C:4](=[CH:5][CH:6]=[CH:7][CH:8]=3)[C@@:3]3([C:21]4[C:12](=[CH:13][C:14]5[O:19][CH2:18][CH2:17][O:16][C:15]=5[CH:20]=4)[O:11][CH2:10]3)[C:2]2=[O:22])[CH:33]=[N:34][CH:35]=1. The catalyst is CC(=O)CC.[I-].C([N+](CCCC)(CCCC)CCCC)CCC. The reactants are [NH:1]1[C:9]2[C:4](=[CH:5][CH:6]=[CH:7][CH:8]=2)[C@@:3]2([C:21]3[C:12](=[CH:13][C:14]4[O:19][CH2:18][CH2:17][O:16][C:15]=4[CH:20]=3)[O:11][CH2:10]2)[C:2]1=[O:22].C(=O)([O-])[O-].[Cs+].[Cs+].Cl.Cl[CH2:31][C:32]1[CH:33]=[N:34][CH:35]=[C:36]([F:38])[CH:37]=1.[I-].[K+]. The yield is 0.190. (3) The reactants are [Cl:1][C:2]1[CH:10]=[C:6]([C:7]([OH:9])=O)[C:5]([OH:11])=[CH:4][CH:3]=1.[NH2:12][C:13]1[S:14][CH:15]=[C:16]([C:18]2[C:23]([F:24])=[C:22]([F:25])[C:21]([F:26])=[C:20]([F:27])[C:19]=2[F:28])[N:17]=1. No catalyst specified. The product is [Cl:1][C:2]1[CH:3]=[CH:4][C:5]([OH:11])=[C:6]([CH:10]=1)[C:7]([NH:12][C:13]1[S:14][CH:15]=[C:16]([C:18]2[C:19]([F:28])=[C:20]([F:27])[C:21]([F:26])=[C:22]([F:25])[C:23]=2[F:24])[N:17]=1)=[O:9]. The yield is 0.238. (4) The reactants are [CH3:1][C:2]([C@H:4]1[C@@H:8]2[C@@H:9]3[C@@:22]([CH3:25])([CH2:23][CH2:24][C@@:7]2([C:31]([OH:33])=[O:32])[CH2:6][CH2:5]1)[C@@:21]1([CH3:26])[C@@H:12]([C@:13]2([CH3:30])[C@@H:18]([CH2:19][CH2:20]1)[C:17]([CH3:28])([CH3:27])[C@@H:16]([OH:29])[CH2:15][CH2:14]2)[CH2:11][CH2:10]3)=[CH2:3].C(=O)([O-])[O-].[K+].[K+].[CH2:40](Br)[C:41]1[CH:46]=[CH:45][CH:44]=[CH:43][CH:42]=1. The catalyst is CN(C=O)C. The product is [OH:29][C@H:16]1[CH2:15][CH2:14][C@@:13]2([CH3:30])[C@@H:18]([CH2:19][CH2:20][C@:21]3([CH3:26])[C@@H:12]2[CH2:11][CH2:10][C@H:9]2[C@@:22]3([CH3:25])[CH2:23][CH2:24][C@@:7]3([C:31]([O:33][CH2:40][C:41]4[CH:46]=[CH:45][CH:44]=[CH:43][CH:42]=4)=[O:32])[CH2:6][CH2:5][C@@H:4]([C:2]([CH3:1])=[CH2:3])[C@@H:8]32)[C:17]1([CH3:27])[CH3:28]. The yield is 0.970. (5) The reactants are C(O[C@H]1C2C(=CC(OCCC)=CC=2)[C@@H](N)C1)C=C.[NH2:19][CH:20]([C:25]1[CH:30]=[C:29]([CH3:31])[CH:28]=[C:27]([CH3:32])[CH:26]=1)[CH2:21][C:22]([OH:24])=O.[C:33](O)([C:35]([F:38])([F:37])[F:36])=[O:34].FC(F)(F)C(OC(=O)C(F)(F)F)=O. No catalyst specified. The product is [CH3:32][C:27]1[CH:28]=[C:29]([CH3:31])[CH:30]=[C:25]2[C:26]=1[C:22](=[O:24])[CH2:21][CH:20]2[NH:19][C:33](=[O:34])[C:35]([F:38])([F:37])[F:36]. The yield is 0.710.